This data is from Reaction yield outcomes from USPTO patents with 853,638 reactions. The task is: Predict the reaction yield, written as a fraction of the theoretical maximum amount of product (1.0 means a 100% yield; for example, 0.34 means a 34% yield). (1) The reactants are [OH:1][C:2]1[CH:7]=[CH:6][C:5]([C:8]2[C:12]3[CH:13]=[C:14]([CH2:17][O:18][C:19]4[CH:24]=[CH:23][C:22]([C@@H:25]([C:32]#[C:33][CH3:34])[CH2:26][C:27]([O:29][CH2:30][CH3:31])=[O:28])=[CH:21][CH:20]=4)[CH:15]=[CH:16][C:11]=3[S:10][CH:9]=2)=[C:4]([CH3:35])[CH:3]=1.CC1C=CC(S(O[CH2:47][CH:48]2[CH2:53][CH2:52][S:51](=[O:55])(=[O:54])[CH2:50][CH2:49]2)(=O)=O)=CC=1.C([O-])([O-])=O.[Cs+].[Cs+].O. The catalyst is CC#N. The product is [O:54]=[S:51]1(=[O:55])[CH2:52][CH2:53][CH:48]([CH2:47][O:1][C:2]2[CH:7]=[CH:6][C:5]([C:8]3[C:12]4[CH:13]=[C:14]([CH2:17][O:18][C:19]5[CH:24]=[CH:23][C:22]([C@@H:25]([C:32]#[C:33][CH3:34])[CH2:26][C:27]([O:29][CH2:30][CH3:31])=[O:28])=[CH:21][CH:20]=5)[CH:15]=[CH:16][C:11]=4[S:10][CH:9]=3)=[C:4]([CH3:35])[CH:3]=2)[CH2:49][CH2:50]1. The yield is 0.691. (2) The reactants are [N:1]1[C:10]2[CH:9]([N:11]([CH2:17][C:18]3[N:22]([CH2:23][O:24][CH2:25][CH2:26][Si:27]([CH3:30])([CH3:29])[CH3:28])[C:21]4[CH:31]=[CH:32][CH:33]=[CH:34][C:20]=4[N:19]=3)[CH2:12][CH2:13][CH2:14][C:15]#[N:16])[CH2:8][CH2:7][CH2:6][C:5]=2[CH:4]=[CH:3][CH:2]=1. The catalyst is N.[Ni].CO. The product is [N:1]1[C:10]2[CH:9]([N:11]([CH2:17][C:18]3[N:22]([CH2:23][O:24][CH2:25][CH2:26][Si:27]([CH3:29])([CH3:28])[CH3:30])[C:21]4[CH:31]=[CH:32][CH:33]=[CH:34][C:20]=4[N:19]=3)[CH2:12][CH2:13][CH2:14][CH2:15][NH2:16])[CH2:8][CH2:7][CH2:6][C:5]=2[CH:4]=[CH:3][CH:2]=1. The yield is 0.660.